This data is from Full USPTO retrosynthesis dataset with 1.9M reactions from patents (1976-2016). The task is: Predict the reactants needed to synthesize the given product. (1) The reactants are: Br[CH2:2][CH2:3][CH2:4][C:5]([C:11]1[CH:16]=[CH:15][C:14]([O:17][CH3:18])=[C:13]([O:19][CH3:20])[CH:12]=1)([CH:8]([CH3:10])[CH3:9])[C:6]#[N:7].[CH3:21][O:22][C:23]1[CH:32]=[CH:31][C:30]([CH2:33][CH2:34][NH:35][CH3:36])=[CH:29][C:24]=1[C:25]([O:27][CH3:28])=[O:26]. Given the product [C:6]([C:5]([C:11]1[CH:16]=[CH:15][C:14]([O:17][CH3:18])=[C:13]([O:19][CH3:20])[CH:12]=1)([CH:8]([CH3:10])[CH3:9])[CH2:4][CH2:3][CH2:2][N:35]([CH3:36])[CH2:34][CH2:33][C:30]1[CH:31]=[CH:32][C:23]([O:22][CH3:21])=[C:24]([CH:29]=1)[C:25]([O:27][CH3:28])=[O:26])#[N:7], predict the reactants needed to synthesize it. (2) Given the product [F:12][C:13]1[CH:14]=[CH:15][C:16]([CH2:19][CH2:20][N:21]([CH3:22])[S:7]([C:6]2[CH:5]=[C:4]([Cl:11])[S:3][C:2]=2[Cl:1])(=[O:9])=[O:8])=[CH:17][CH:18]=1, predict the reactants needed to synthesize it. The reactants are: [Cl:1][C:2]1[S:3][C:4]([Cl:11])=[CH:5][C:6]=1[S:7](Cl)(=[O:9])=[O:8].[F:12][C:13]1[CH:18]=[CH:17][C:16]([CH2:19][CH2:20][NH:21][CH3:22])=[CH:15][CH:14]=1. (3) Given the product [CH2:34]([N:22]1[CH:23]=[C:24]([C:26]2[CH:31]=[CH:30][C:29]([Cl:32])=[CH:28][C:27]=2[Cl:33])[N:25]=[C:21]1[C@@H:20]([NH:38][C:40](=[O:46])[C:41]#[C:42][CH2:43][CH2:44][CH3:45])[CH2:19][C:16]1[CH:17]=[CH:18][C:13]([O:12][CH2:11][C:8]2[CH:7]=[CH:6][C:5]([C:4]([OH:3])=[O:39])=[CH:10][CH:9]=2)=[CH:14][CH:15]=1)[CH2:35][CH2:36][CH3:37], predict the reactants needed to synthesize it. The reactants are: Cl.C[O:3][C:4](=[O:39])[C:5]1[CH:10]=[CH:9][C:8]([CH2:11][O:12][C:13]2[CH:18]=[CH:17][C:16]([CH2:19][C@H:20]([NH2:38])[C:21]3[N:22]([CH2:34][CH2:35][CH2:36][CH3:37])[CH:23]=[C:24]([C:26]4[CH:31]=[CH:30][C:29]([Cl:32])=[CH:28][C:27]=4[Cl:33])[N:25]=3)=[CH:15][CH:14]=2)=[CH:7][CH:6]=1.[C:40](O)(=[O:46])[C:41]#[C:42][CH2:43][CH2:44][CH3:45]. (4) Given the product [NH2:22][C:23]([NH:1][C:2]1[CH:6]=[C:5]([C:7]2[CH:8]=[CH:9][C:10]([O:13][CH3:14])=[CH:11][CH:12]=2)[S:4][C:3]=1[C:15]([NH2:17])=[O:16])=[O:24], predict the reactants needed to synthesize it. The reactants are: [NH2:1][C:2]1[CH:6]=[C:5]([C:7]2[CH:12]=[CH:11][C:10]([O:13][CH3:14])=[CH:9][CH:8]=2)[S:4][C:3]=1[C:15]([NH2:17])=[O:16].C[Si]([N:22]=[C:23]=[O:24])(C)C.